Regression/Classification. Given a drug SMILES string, predict its absorption, distribution, metabolism, or excretion properties. Task type varies by dataset: regression for continuous measurements (e.g., permeability, clearance, half-life) or binary classification for categorical outcomes (e.g., BBB penetration, CYP inhibition). Dataset: b3db_classification. From a dataset of Blood-brain barrier permeability classification from the B3DB database. The molecule is CO/N=C(/C(=O)NC1C(=O)N2C(C(=O)O)=C(CSc3nc(=O)c(=O)[nH]n3C)CS[C@@H]12)c1csc(N)n1. The result is 1 (penetrates BBB).